From a dataset of Experimentally validated miRNA-target interactions with 360,000+ pairs, plus equal number of negative samples. Binary Classification. Given a miRNA mature sequence and a target amino acid sequence, predict their likelihood of interaction. The miRNA is hsa-miR-6803-5p with sequence CUGGGGGUGGGGGGCUGGGCGU. The protein sequence of the target gene is MEACVSSLLVLALGALSVGSSFGTQIIGGREVIPHSRPYMASLQRNGSHLCGGVLVHPKWVLTAAHCLAQRMAQLRLVLGLHTLDSPGLTFHIKAAIQHPRYKPVPALENDLALLQLDGKVKPSRTIRPLALPSKRQVVAAGTRCSMAGWGLTHQGGRLSRVLRELDLQVLDTRMCNNSRFWNGSLSPSMVCLAADSKDQAPCKGDSGGPLVCGKGRVLARVLSFSSRVCTDIFKPPVATAVAPYVSWIRKVTGRSA. Result: 0 (no interaction).